The task is: Predict which catalyst facilitates the given reaction.. This data is from Catalyst prediction with 721,799 reactions and 888 catalyst types from USPTO. (1) Reactant: [Br:1][C:2]1[S:6][C:5]([C:7]([NH:9][CH:10]([C:12]2[N:17]=[N:16][C:15]([NH:18][C:19]3[CH:24]=[C:23]([O:25][CH3:26])[C:22]([O:27][CH3:28])=[C:21]([O:29][CH3:30])[CH:20]=3)=[N:14][CH:13]=2)[CH3:11])=O)=[CH:4][CH:3]=1.N1C=NC=N1.P(Cl)(Cl)(Cl)=O. Product: [Br:1][C:2]1[S:6][C:5]([C:7]2[N:17]3[C:12]([CH:13]=[N:14][C:15]([NH:18][C:19]4[CH:24]=[C:23]([O:25][CH3:26])[C:22]([O:27][CH3:28])=[C:21]([O:29][CH3:30])[CH:20]=4)=[N:16]3)=[C:10]([CH3:11])[N:9]=2)=[CH:4][CH:3]=1. The catalyst class is: 17. (2) Reactant: [Cl:1][C:2]1[N:3]=[C:4]([N:11]2[CH2:16][CH2:15][N:14]3[C:17]([CH2:20][NH:21][C:22](=[O:28])[O:23][C:24]([CH3:27])([CH3:26])[CH3:25])=[N:18][CH:19]=[C:13]3[CH2:12]2)[C:5]2[O:10][CH:9]=[CH:8][C:6]=2[N:7]=1.Cl[C:30]1N=C(Cl)C2OC=CC=2N=1.[H-].[Na+].CI.[NH4+].[Cl-]. Product: [Cl:1][C:2]1[N:3]=[C:4]([N:11]2[CH2:16][CH2:15][N:14]3[C:17]([CH2:20][N:21]([CH3:30])[C:22](=[O:28])[O:23][C:24]([CH3:25])([CH3:27])[CH3:26])=[N:18][CH:19]=[C:13]3[CH2:12]2)[C:5]2[O:10][CH:9]=[CH:8][C:6]=2[N:7]=1. The catalyst class is: 1. (3) Reactant: [NH2:1][C:2]1[CH:16]=[CH:15][C:14]([CH:17]=[CH:18][C:19]2[C:20]([CH3:32])([CH3:31])[O:21][C:22](=[C:26]([C:29]#[N:30])[C:27]#[N:28])[C:23]=2[C:24]#[N:25])=[CH:13][C:3]=1[O:4][CH2:5][CH2:6][CH2:7][CH2:8][CH2:9][C:10]([OH:12])=[O:11].[N:33]([O-])=O.[Na+].[F:37][B-:38]([F:41])([F:40])[F:39].[H+]. Product: [F:37][B-:38]([F:41])([F:40])[F:39].[C:10]([CH2:9][CH2:8][CH2:7][CH2:6][CH2:5][O:4][C:3]1[CH:13]=[C:14]([CH:17]=[CH:18][C:19]2[C:20]([CH3:32])([CH3:31])[O:21][C:22](=[C:26]([C:29]#[N:30])[C:27]#[N:28])[C:23]=2[C:24]#[N:25])[CH:15]=[CH:16][C:2]=1[N+:1]#[N:33])([OH:12])=[O:11]. The catalyst class is: 6. (4) Reactant: [CH2:1]([O:8][C:9]([NH:11][C:12](=[C:17]1[CH2:20][O:19][CH2:18]1)[C:13]([O:15][CH3:16])=[O:14])=[O:10])[C:2]1[CH:7]=[CH:6][CH:5]=[CH:4][CH:3]=1.C(ON1C(=O)CCC1=O)(OCC1C=CC=CC=1)=O.C(N(CC)CC)C. Product: [CH2:1]([O:8][C:9]([NH:11][CH:12]([CH:17]1[CH2:20][O:19][CH2:18]1)[C:13]([O:15][CH3:16])=[O:14])=[O:10])[C:2]1[CH:3]=[CH:4][CH:5]=[CH:6][CH:7]=1. The catalyst class is: 19.